Dataset: Forward reaction prediction with 1.9M reactions from USPTO patents (1976-2016). Task: Predict the product of the given reaction. (1) Given the reactants [F:1][C:2]1[CH:3]=[C:4]2[C:8](=[CH:9][CH:10]=1)[NH:7][C:6](=[O:11])[C:5]2=[N:12][N:13]=[CH:14][C:15]1[NH:19][C:18]([CH3:20])=[C:17]([C:21]([NH:23][CH2:24][C:25](O)=[O:26])=[O:22])[C:16]=1[CH3:28].C(N(CC)CC)C.ClC(OCC)=O.[NH2:42][OH:43], predict the reaction product. The product is: [F:1][C:2]1[CH:3]=[C:4]2[C:8](=[CH:9][CH:10]=1)[NH:7][C:6](=[O:11])[C:5]2=[N:12][N:13]=[CH:14][C:15]1[NH:19][C:18]([CH3:20])=[C:17]([C:21]([NH:23][CH2:24][C:25]([NH:42][OH:43])=[O:26])=[O:22])[C:16]=1[CH3:28]. (2) Given the reactants [NH:1]1[CH:5]=[C:4]([C:6]([O:8][CH2:9][CH3:10])=[O:7])[CH:3]=[N:2]1.[CH2:11]1[O:19][CH:12]1[C:13]1[CH:18]=[CH:17][CH:16]=[CH:15][CH:14]=1, predict the reaction product. The product is: [OH:19][CH2:11][CH:12]([N:1]1[CH:5]=[C:4]([C:6]([O:8][CH2:9][CH3:10])=[O:7])[CH:3]=[N:2]1)[C:13]1[CH:18]=[CH:17][CH:16]=[CH:15][CH:14]=1.